Task: Predict the reactants needed to synthesize the given product.. Dataset: Full USPTO retrosynthesis dataset with 1.9M reactions from patents (1976-2016) (1) Given the product [F:13][C:11]1[CH:10]=[C:4]([CH:3]=[C:2]([F:1])[CH:12]=1)[C@H:5]([OH:9])[C:6]([NH:15][C@H:16]([C:18]([NH:20][N:21]1[C:27](=[O:28])[CH:26]([CH3:29])[C:25]2[CH:30]=[C:31]([F:34])[CH:32]=[CH:33][C:24]=2[C:23]2[CH:35]=[CH:36][CH:37]=[CH:38][C:22]1=2)=[O:19])[CH3:17])=[O:8], predict the reactants needed to synthesize it. The reactants are: [F:1][C:2]1[CH:3]=[C:4]([CH:10]=[C:11]([F:13])[CH:12]=1)[C@H:5]([OH:9])[C:6]([OH:8])=O.Cl.[NH2:15][C@H:16]([C:18]([NH:20][N:21]1[C:27](=[O:28])[CH:26]([CH3:29])[C:25]2[CH:30]=[C:31]([F:34])[CH:32]=[CH:33][C:24]=2[C:23]2[CH:35]=[CH:36][CH:37]=[CH:38][C:22]1=2)=[O:19])[CH3:17]. (2) Given the product [ClH:45].[C:28]([O:1][CH:2]([CH2:14][N:15]1[CH2:20][CH2:19][CH2:18][CH2:17][CH2:16]1)[CH2:3][O:4][NH:5][C:6]([C:8]1[CH:9]=[N:10][CH:11]=[CH:12][CH:13]=1)=[NH:7])(=[O:44])[CH2:29][CH2:30][CH2:31][CH2:32][CH2:33][CH2:34][CH2:35][CH2:36][CH2:37][CH2:38][CH2:39][CH2:40][CH2:41][CH2:42][CH3:43], predict the reactants needed to synthesize it. The reactants are: [OH:1][CH:2]([CH2:14][N:15]1[CH2:20][CH2:19][CH2:18][CH2:17][CH2:16]1)[CH2:3][O:4][NH:5][C:6]([C:8]1[CH:9]=[N:10][CH:11]=[CH:12][CH:13]=1)=[NH:7].C(N(CC)CC)C.[C:28]([Cl:45])(=[O:44])[CH2:29][CH2:30][CH2:31][CH2:32][CH2:33][CH2:34][CH2:35][CH2:36][CH2:37][CH2:38][CH2:39][CH2:40][CH2:41][CH2:42][CH3:43]. (3) Given the product [NH2:1][C:2]1[CH:3]=[CH:4][CH:5]=[C:6]2[C:11]=1[CH:10]=[C:9]([NH:14][CH3:13])[CH:8]=[CH:7]2, predict the reactants needed to synthesize it. The reactants are: [NH2:1][C:2]1[CH:3]=[CH:4][CH:5]=[C:6]2[C:11]=1[CH:10]=[C:9](O)[CH:8]=[CH:7]2.[CH3:13][NH2:14]. (4) Given the product [CH3:16][O:15][C:3]1[CH:4]=[C:5]2[C:10](=[CH:11][C:2]=1[N:21]([CH2:20][CH2:19][O:18][CH3:17])[CH3:22])[N:9]=[CH:8][C:7]([C:12]#[N:13])=[C:6]2[CH3:14], predict the reactants needed to synthesize it. The reactants are: F[C:2]1[CH:11]=[C:10]2[C:5]([C:6]([CH3:14])=[C:7]([C:12]#[N:13])[CH:8]=[N:9]2)=[CH:4][C:3]=1[O:15][CH3:16].[CH3:17][O:18][CH2:19][CH2:20][NH:21][CH3:22]. (5) Given the product [NH2:8][C:9]1([CH3:25])[CH2:14][CH2:13][N:12]([C:15]2[CH:20]=[CH:19][C:18]([C:21]([F:24])([F:23])[F:22])=[CH:17][N:16]=2)[CH2:11][CH2:10]1, predict the reactants needed to synthesize it. The reactants are: C(OC([NH:8][C:9]1([CH3:25])[CH2:14][CH2:13][N:12]([C:15]2[CH:20]=[CH:19][C:18]([C:21]([F:24])([F:23])[F:22])=[CH:17][N:16]=2)[CH2:11][CH2:10]1)=O)(C)(C)C.FC(F)(F)C(O)=O. (6) The reactants are: Cl[C:2]1[CH:7]=[N:6][N:5]([CH3:8])[C:4](=[O:9])[C:3]=1[O:10][CH3:11].C([O-])(=O)C.[K+].B1(B2OC(C)(C)C(C)(C)O2)OC(C)(C)C(C)(C)O1.C1(P(C2CCCCC2)C2CCCCC2)CCCCC1.Br[C:55]1[CH:60]=[CH:59][C:58]([C:61]([F:64])([F:63])[F:62])=[CH:57][C:56]=1[S:65][CH3:66].[F-].[Cs+]. Given the product [CH3:11][O:10][C:3]1[C:4](=[O:9])[N:5]([CH3:8])[N:6]=[CH:7][C:2]=1[C:55]1[CH:60]=[CH:59][C:58]([C:61]([F:64])([F:63])[F:62])=[CH:57][C:56]=1[S:65][CH3:66], predict the reactants needed to synthesize it. (7) Given the product [OH2:2].[OH2:20].[N+:1]([C:4]1[CH:5]=[CH:6][C:7]2[O:11][C:10]3[C:25]4[C:17](=[C:18]([C:19]([OH:21])=[O:20])[CH:22]=[CH:23][CH:24]=4)[NH:15][C:9]=3[C:8]=2[CH:13]=1)([O-:3])=[O:2], predict the reactants needed to synthesize it. The reactants are: [N+:1]([C:4]1[CH:5]=[CH:6][C:7]2[O:11][CH2:10][C:9](=O)[C:8]=2[CH:13]=1)([O-:3])=[O:2].Cl.[NH:15]([C:17]1[CH:25]=[CH:24][CH:23]=[CH:22][C:18]=1[C:19]([OH:21])=[O:20])N. (8) Given the product [Cl:1][C:2]1[CH:7]=[C:6]([F:8])[CH:5]=[CH:4][C:3]=1[N:9]1[C:17](=[O:18])[C:16]2[C@H:15]3[C:19]([CH3:21])([CH3:20])[C@:12]([CH3:22])([CH2:13][CH2:14]3)[C:11]=2[N:10]1[CH2:24][CH2:25][CH:26]([CH3:28])[CH3:27], predict the reactants needed to synthesize it. The reactants are: [Cl:1][C:2]1[CH:7]=[C:6]([F:8])[CH:5]=[CH:4][C:3]=1[N:9]1[C:17](=[O:18])[C:16]2[C@H:15]3[C:19]([CH3:21])([CH3:20])[C@:12]([CH3:22])([CH2:13][CH2:14]3)[C:11]=2[NH:10]1.I[CH2:24][CH2:25][CH:26]([CH3:28])[CH3:27]. (9) Given the product [CH3:1][C:2]1[N:3]=[C:4]([C:18]2[CH:23]=[CH:22][CH:21]=[C:20]([C:24]([F:27])([F:25])[F:26])[CH:19]=2)[S:5][C:6]=1[CH2:7][N:8]1[CH:12]=[C:11]([C:13]([OH:15])=[O:14])[CH:10]=[N:9]1, predict the reactants needed to synthesize it. The reactants are: [CH3:1][C:2]1[N:3]=[C:4]([C:18]2[CH:23]=[CH:22][CH:21]=[C:20]([C:24]([F:27])([F:26])[F:25])[CH:19]=2)[S:5][C:6]=1[CH2:7][N:8]1[CH:12]=[C:11]([C:13]([O:15]CC)=[O:14])[CH:10]=[N:9]1.[OH-].[Na+].O. (10) Given the product [CH:31]([N:14]([CH2:13][C@@H:11]1[C@@H:10]([NH:34][CH:35]([C:38]2[CH:43]=[CH:42][CH:41]=[CH:40][CH:39]=2)[CH3:36])[CH2:9][NH:8][CH2:12]1)[C:15](=[O:30])[C:16]1[CH:21]=[CH:20][C:19]([O:22][CH3:23])=[C:18]([O:24][CH2:25][CH2:26][CH2:27][O:28][CH3:29])[CH:17]=1)([CH3:32])[CH3:33], predict the reactants needed to synthesize it. The reactants are: C(OC([N:8]1[CH2:12][C@@H:11]([CH2:13][N:14]([CH:31]([CH3:33])[CH3:32])[C:15](=[O:30])[C:16]2[CH:21]=[CH:20][C:19]([O:22][CH3:23])=[C:18]([O:24][CH2:25][CH2:26][CH2:27][O:28][CH3:29])[CH:17]=2)[C@H:10]([NH2:34])[CH2:9]1)=O)(C)(C)C.[C:35]([C:38]1[CH:43]=[CH:42][CH:41]=[CH:40][CH:39]=1)(=O)[CH3:36].CC#N.O.CC#N.